From a dataset of NCI-60 drug combinations with 297,098 pairs across 59 cell lines. Regression. Given two drug SMILES strings and cell line genomic features, predict the synergy score measuring deviation from expected non-interaction effect. (1) Drug 1: CN1C(=O)N2C=NC(=C2N=N1)C(=O)N. Drug 2: CCC1=C2CN3C(=CC4=C(C3=O)COC(=O)C4(CC)O)C2=NC5=C1C=C(C=C5)O. Cell line: BT-549. Synergy scores: CSS=10.6, Synergy_ZIP=-4.66, Synergy_Bliss=-1.26, Synergy_Loewe=-14.0, Synergy_HSA=-2.13. (2) Drug 1: CC1OCC2C(O1)C(C(C(O2)OC3C4COC(=O)C4C(C5=CC6=C(C=C35)OCO6)C7=CC(=C(C(=C7)OC)O)OC)O)O. Drug 2: CN(CC1=CN=C2C(=N1)C(=NC(=N2)N)N)C3=CC=C(C=C3)C(=O)NC(CCC(=O)O)C(=O)O. Cell line: UO-31. Synergy scores: CSS=20.7, Synergy_ZIP=-10.8, Synergy_Bliss=-8.30, Synergy_Loewe=-5.04, Synergy_HSA=-3.81. (3) Synergy scores: CSS=5.14, Synergy_ZIP=-1.84, Synergy_Bliss=2.30, Synergy_Loewe=-5.75, Synergy_HSA=1.77. Drug 2: CCC1=C2CN3C(=CC4=C(C3=O)COC(=O)C4(CC)O)C2=NC5=C1C=C(C=C5)O. Drug 1: CC1=CC2C(CCC3(C2CCC3(C(=O)C)OC(=O)C)C)C4(C1=CC(=O)CC4)C. Cell line: OVCAR-4.